This data is from Forward reaction prediction with 1.9M reactions from USPTO patents (1976-2016). The task is: Predict the product of the given reaction. Given the reactants [NH2:1][C:2]1[N:10]=[CH:9][N:8]=[C:7]2[C:3]=1[N:4]=[CH:5][N:6]2[C@H:11]1[C@@H:15]2[O:16][C:17]([CH3:20])([CH3:19])[O:18][C@@H:14]2[C@@H:13]([CH2:21][NH:22][CH2:23][CH2:24][CH2:25][NH:26][C:27]([NH:29][C:30]2[CH:35]=[CH:34][C:33]([C:36]([CH3:39])([CH3:38])[CH3:37])=[CH:32][CH:31]=2)=[O:28])[O:12]1.[O:40]1[CH2:43][C:42](=O)[CH2:41]1.[BH-](OC(C)=O)(OC(C)=O)OC(C)=O.[Na+], predict the reaction product. The product is: [NH2:1][C:2]1[N:10]=[CH:9][N:8]=[C:7]2[C:3]=1[N:4]=[CH:5][N:6]2[C@H:11]1[C@@H:15]2[O:16][C:17]([CH3:19])([CH3:20])[O:18][C@@H:14]2[C@@H:13]([CH2:21][N:22]([CH:42]2[CH2:43][O:40][CH2:41]2)[CH2:23][CH2:24][CH2:25][NH:26][C:27]([NH:29][C:30]2[CH:35]=[CH:34][C:33]([C:36]([CH3:39])([CH3:38])[CH3:37])=[CH:32][CH:31]=2)=[O:28])[O:12]1.